Task: Predict the reactants needed to synthesize the given product.. Dataset: Full USPTO retrosynthesis dataset with 1.9M reactions from patents (1976-2016) Given the product [Cl:50][C:51]1[CH:52]=[CH:53][C:54]2[O:63][C:62]3[C:61](=[O:64])[NH:60][C:59]([C@@H:65]4[CH2:69][C@@H:68]([F:70])[CH2:67][NH:66]4)=[N:58][C:57]=3[C:55]=2[CH:56]=1, predict the reactants needed to synthesize it. The reactants are: BrC1C=CC2OC3C(=O)NC(C4CCNCC4)=NC=3C=2C=1.BrC1C=CC2OC3C(=O)NC(C4CCN(C(OC(C)(C)C)=O)CC4)=NC=3C=2C=1.[Cl:50][C:51]1[CH:52]=[CH:53][C:54]2[O:63][C:62]3[C:61](=[O:64])[NH:60][C:59]([C@@H:65]4[CH2:69][C@@H:68]([F:70])[CH2:67][N:66]4C(OC(C)(C)C)=O)=[N:58][C:57]=3[C:55]=2[CH:56]=1.